Dataset: KCNQ2 potassium channel screen with 302,405 compounds. Task: Binary Classification. Given a drug SMILES string, predict its activity (active/inactive) in a high-throughput screening assay against a specified biological target. (1) The drug is S(=O)(=O)(N(c1c(CC)cccc1)CC(=O)N\N=C\c1cc(OC)c(OC(OC)=O)cc1)C. The result is 0 (inactive). (2) The drug is s1c(NC(=O)CNC2CCCc3c2cccc3)c(c(c1C(=O)N)C)C(OCC)=O. The result is 0 (inactive). (3) The molecule is O=C(NC1CC[NH2+]CC1)c1[nH]cnc1C(=O)NC(C(OC(C)(C)C)=O)C. The result is 0 (inactive). (4) The compound is O1C(C(=O)N(CC(=O)NCCN2CCCC2)c2c1cccc2)CC. The result is 0 (inactive). (5) The molecule is S1CCN=C1SCC(=O)N(c1ccccc1)C. The result is 0 (inactive). (6) The compound is o1c2c(c(N3CC(CCC3)C)c([N+]([O-])=O)c1=O)cccc2. The result is 0 (inactive). (7) The drug is Brc1ccc(OCC(O)CN2CCN(CC2)C(=O)c2ccccc2)cc1. The result is 0 (inactive). (8) The compound is O=c1nc([nH]c2c1cccc2)C(=O)N\N=C\c1cc([N+]([O-])=O)ccc1. The result is 0 (inactive).